From a dataset of Catalyst prediction with 721,799 reactions and 888 catalyst types from USPTO. Predict which catalyst facilitates the given reaction. (1) Reactant: [CH3:1][S:2]([C:5]1[CH:10]=[CH:9][C:8]([C:11]2[C:12]3[N:13]([N:17]=[C:18]([NH:20][C:21]4[CH:26]=[CH:25][CH:24]=[C:23]([N:27]5[CH2:32][CH2:31][NH:30][CH2:29][CH2:28]5)[CH:22]=4)[N:19]=3)[CH:14]=[CH:15][CH:16]=2)=[CH:7][CH:6]=1)(=[O:4])=[O:3].Cl[CH2:34][C:35]([NH2:37])=[O:36].[I-].[Na+]. Product: [CH3:1][S:2]([C:5]1[CH:10]=[CH:9][C:8]([C:11]2[C:12]3[N:13]([N:17]=[C:18]([NH:20][C:21]4[CH:22]=[C:23]([N:27]5[CH2:32][CH2:31][N:30]([CH2:34][C:35]([NH2:37])=[O:36])[CH2:29][CH2:28]5)[CH:24]=[CH:25][CH:26]=4)[N:19]=3)[CH:14]=[CH:15][CH:16]=2)=[CH:7][CH:6]=1)(=[O:3])=[O:4]. The catalyst class is: 47. (2) Reactant: [F:1][C:2]1[CH:3]=[CH:4][C:5]([OH:17])=[N:6][C:7]=1[NH:8][CH2:9][C:10]1([CH3:16])[CH2:15][CH2:14][O:13][CH2:12][CH2:11]1.C(N(CC)CC)C.[F:25][C:26]([F:39])([F:38])[S:27](O[S:27]([C:26]([F:39])([F:38])[F:25])(=[O:29])=[O:28])(=[O:29])=[O:28].C([O-])(O)=O.[Na+]. Product: [F:25][C:26]([F:39])([F:38])[S:27]([O:17][C:5]1[CH:4]=[CH:3][C:2]([F:1])=[C:7]([NH:8][CH2:9][C:10]2([CH3:16])[CH2:15][CH2:14][O:13][CH2:12][CH2:11]2)[N:6]=1)(=[O:29])=[O:28]. The catalyst class is: 2.